From a dataset of Reaction yield outcomes from USPTO patents with 853,638 reactions. Predict the reaction yield, written as a fraction of the theoretical maximum amount of product (1.0 means a 100% yield; for example, 0.34 means a 34% yield). (1) The yield is 0.736. The reactants are [CH2:1]([O:8][C:9]1[C:14]2[CH:15]=[C:16]([C:18](=O)[CH2:19]Br)[O:17][C:13]=2[CH:12]=[C:11]([Cl:22])[CH:10]=1)[C:2]1[CH:7]=[CH:6][CH:5]=[CH:4][CH:3]=1.[Br:23][C:24]1[S:28][C:27]([NH2:29])=[N:26][N:25]=1.CC(O)C. The product is [CH2:1]([O:8][C:9]1[C:14]2[CH:15]=[C:16]([C:18]3[N:29]=[C:27]4[N:26]([CH:19]=3)[N:25]=[C:24]([Br:23])[S:28]4)[O:17][C:13]=2[CH:12]=[C:11]([Cl:22])[CH:10]=1)[C:2]1[CH:7]=[CH:6][CH:5]=[CH:4][CH:3]=1. No catalyst specified. (2) The reactants are [CH3:1][C:2]1[NH:3][C:4]([C:13]2[CH:18]=[CH:17][CH:16]=[CH:15][CH:14]=2)=[C:5]([C:7]2[CH:12]=[CH:11][CH:10]=[CH:9][CH:8]=2)[N:6]=1.[H-].[Na+].Br[CH2:22][CH2:23][CH2:24][CH2:25][CH2:26][CH2:27][C:28]([O:30][CH2:31][CH3:32])=[O:29]. The catalyst is CN(C=O)C.C(OCC)C. The product is [CH2:31]([O:30][C:28](=[O:29])[CH2:27][CH2:26][CH2:25][CH2:24][CH2:23][CH2:22][N:6]1[C:5]([C:7]2[CH:12]=[CH:11][CH:10]=[CH:9][CH:8]=2)=[C:4]([C:13]2[CH:18]=[CH:17][CH:16]=[CH:15][CH:14]=2)[N:3]=[C:2]1[CH3:1])[CH3:32]. The yield is 0.720. (3) The reactants are C([O:8][C:9]1[CH:10]=[CH:11][C:12]([C@@H:20]([O:41][Si:42]([C:45]([CH3:48])([CH3:47])[CH3:46])([CH3:44])[CH3:43])[CH2:21][N:22]([C:34]([O:36][C:37]([CH3:40])([CH3:39])[CH3:38])=[O:35])[CH2:23][CH2:24][C:25]2[CH:33]=[CH:32][C:28]([C:29]([OH:31])=[O:30])=[CH:27][CH:26]=2)=[C:13]2[C:18]=1[NH:17][C:16](=[O:19])[CH:15]=[CH:14]2)C1C=CC=CC=1.CC1CC=CCC=1. The catalyst is C(O)C.[Pd]. The product is [C:37]([O:36][C:34]([N:22]([CH2:21][C@H:20]([O:41][Si:42]([C:45]([CH3:48])([CH3:47])[CH3:46])([CH3:43])[CH3:44])[C:12]1[CH:11]=[CH:10][C:9]([OH:8])=[C:18]2[C:13]=1[CH:14]=[CH:15][C:16](=[O:19])[NH:17]2)[CH2:23][CH2:24][C:25]1[CH:26]=[CH:27][C:28]([C:29]([OH:31])=[O:30])=[CH:32][CH:33]=1)=[O:35])([CH3:39])([CH3:38])[CH3:40]. The yield is 1.00. (4) The reactants are Cl[Si:2]([CH3:13])([CH3:12])[CH:3]1[C:7]([CH3:8])=[C:6]([CH3:9])[C:5]([CH3:10])=[C:4]1[CH3:11].[C:14]([NH-:18])([CH3:17])([CH3:16])[CH3:15].[Li+]. The catalyst is O1CCCC1. The product is [C:14]([NH:18][Si:2]([CH:3]1[C:7]([CH3:8])=[C:6]([CH3:9])[C:5]([CH3:10])=[C:4]1[CH3:11])([CH3:13])[CH3:12])([CH3:17])([CH3:16])[CH3:15]. The yield is 0.810. (5) The reactants are [C:1]([O:5][C:6](=[O:42])[NH:7][C:8]1([C:12]2[CH:17]=[CH:16][C:15]([C:18]3[N:19]=C4C=C(B5OC(C)(C)C(C)(C)O5)C=CN4[C:35]=3[C:36]3[CH:41]=[CH:40][CH:39]=[CH:38][CH:37]=3)=[CH:14][CH:13]=2)[CH2:11][CH2:10][CH2:9]1)([CH3:4])([CH3:3])[CH3:2].Br[C:44]1[CH:49]=[CH:48][CH:47]=[CH:46][N:45]=1.O1[CH2:55][CH2:54]OCC1.[OH-].[Na+].O. The catalyst is CN(C=O)C. The product is [C:1]([O:5][C:6](=[O:42])[NH:7][C:8]1([C:12]2[CH:17]=[CH:16][C:15]([C:18]3[N:19]=[C:44]4[CH:49]=[C:48]([C:55]5[CH:54]=[CH:10][CH:9]=[CH:8][N:7]=5)[CH:47]=[CH:46][N:45]4[C:35]=3[C:36]3[CH:37]=[CH:38][CH:39]=[CH:40][CH:41]=3)=[CH:14][CH:13]=2)[CH2:11][CH2:10][CH2:9]1)([CH3:4])([CH3:2])[CH3:3]. The yield is 0.540.